This data is from Full USPTO retrosynthesis dataset with 1.9M reactions from patents (1976-2016). The task is: Predict the reactants needed to synthesize the given product. (1) The reactants are: [Br:1][C:2]1[CH:3]=[CH:4][C:5]([N+:10]([O-:12])=[O:11])=[C:6]([CH:9]=1)[NH:7][CH3:8].[H-].[Na+].[Cl-].[Cl-].[Ca+2].[CH3:18][O:19][CH2:20][C:21](Cl)=[O:22]. Given the product [Br:1][C:2]1[CH:3]=[CH:4][C:5]([N+:10]([O-:12])=[O:11])=[C:6]([N:7]([CH3:8])[C:21](=[O:22])[CH2:20][O:19][CH3:18])[CH:9]=1, predict the reactants needed to synthesize it. (2) Given the product [Cl:23][CH2:24][CH2:25][C:26]([NH:2][CH:3]1[CH2:4][CH:5]2[N:10]([C:11]3[C:20]4[C:15](=[CH:16][CH:17]=[CH:18][CH:19]=4)[C:14]([C:21]#[N:22])=[CH:13][CH:12]=3)[CH:8]([CH2:7][CH2:6]2)[CH2:9]1)=[O:27], predict the reactants needed to synthesize it. The reactants are: Cl.[NH2:2][CH:3]1[CH2:9][CH:8]2[N:10]([C:11]3[C:20]4[C:15](=[CH:16][CH:17]=[CH:18][CH:19]=4)[C:14]([C:21]#[N:22])=[CH:13][CH:12]=3)[CH:5]([CH2:6][CH2:7]2)[CH2:4]1.[Cl:23][CH2:24][CH2:25][C:26](Cl)=[O:27].CCN(C(C)C)C(C)C.